This data is from Forward reaction prediction with 1.9M reactions from USPTO patents (1976-2016). The task is: Predict the product of the given reaction. (1) Given the reactants [CH3:1][C:2]1[CH:7]=[CH:6][C:5]([NH:8][C:9](=[O:15])[O:10][C:11]([CH3:14])([CH3:13])[CH3:12])=[CH:4][C:3]=1[O:16][C:17]1[CH:18]=[N:19][C:20]([N+:23]([O-])=O)=[CH:21][CH:22]=1, predict the reaction product. The product is: [NH2:23][C:20]1[N:19]=[CH:18][C:17]([O:16][C:3]2[CH:4]=[C:5]([NH:8][C:9](=[O:15])[O:10][C:11]([CH3:13])([CH3:12])[CH3:14])[CH:6]=[CH:7][C:2]=2[CH3:1])=[CH:22][CH:21]=1. (2) Given the reactants [NH2:1][C:2]1[C:3]([CH3:28])=[N:4][C:5]([O:9][CH2:10][C:11]([N:13]([CH:15]2[CH2:20][CH2:19][N:18]([CH2:21][C:22]3[CH:27]=[CH:26][CH:25]=[CH:24][CH:23]=3)[CH2:17][CH2:16]2)[CH3:14])=[O:12])=[N:6][C:7]=1[CH3:8].O.[C:30]1([S:36]([OH:39])(=[O:38])=[O:37])[CH:35]=[CH:34][CH:33]=[CH:32][CH:31]=1, predict the reaction product. The product is: [C:30]1([S:36]([OH:39])(=[O:38])=[O:37])[CH:35]=[CH:34][CH:33]=[CH:32][CH:31]=1.[NH2:1][C:2]1[C:7]([CH3:8])=[N:6][C:5]([O:9][CH2:10][C:11]([N:13]([CH:15]2[CH2:20][CH2:19][N:18]([CH2:21][C:22]3[CH:23]=[CH:24][CH:25]=[CH:26][CH:27]=3)[CH2:17][CH2:16]2)[CH3:14])=[O:12])=[N:4][C:3]=1[CH3:28]. (3) Given the reactants Cl.[NH2:2][C@@H:3]1[CH2:9][C:8]2[CH:10]=[CH:11][CH:12]=[CH:13][C:7]=2[CH2:6][NH:5][C:4]1=[O:14].[Cl:15][C:16]1[CH:17]=[C:18]2[C:22](=[CH:23][CH:24]=1)[NH:21][C:20]([C:25](O)=[O:26])=[CH:19]2.ON1C2N=CC=CC=2N=N1.Cl.CN(C)CCCN=C=NCC.C(N(C(C)C)CC)(C)C, predict the reaction product. The product is: [Cl:15][C:16]1[CH:17]=[C:18]2[C:22](=[CH:23][CH:24]=1)[NH:21][C:20]([C:25]([NH:2][C@@H:3]1[CH2:9][C:8]3[CH:10]=[CH:11][CH:12]=[CH:13][C:7]=3[CH2:6][NH:5][C:4]1=[O:14])=[O:26])=[CH:19]2. (4) Given the reactants [N+:1]([C:4]1[CH:5]=[C:6]2[C:10](=[CH:11][CH:12]=1)[NH:9][N:8]=[CH:7]2)([O-:3])=[O:2].C(=O)([O-])[O-].[K+].[K+].[CH2:19](Br)[C:20]1[CH:25]=[CH:24][CH:23]=[CH:22][CH:21]=1, predict the reaction product. The product is: [CH2:19]([N:9]1[C:10]2[C:6](=[CH:5][C:4]([N+:1]([O-:3])=[O:2])=[CH:12][CH:11]=2)[CH:7]=[N:8]1)[C:20]1[CH:25]=[CH:24][CH:23]=[CH:22][CH:21]=1.